From a dataset of Forward reaction prediction with 1.9M reactions from USPTO patents (1976-2016). Predict the product of the given reaction. (1) Given the reactants [C:1]([N:5]1[C:9]2=[N:10][CH:11]=[N:12][C:13]([NH2:14])=[C:8]2[C:7]([C:15]2[CH:20]=[CH:19][C:18]([Cl:21])=[CH:17][CH:16]=2)=[N:6]1)([CH3:4])([CH3:3])[CH3:2].[H-].[Na+].[CH3:24][S:25](Cl)(=[O:27])=[O:26], predict the reaction product. The product is: [C:1]([N:5]1[C:9]2=[N:10][CH:11]=[N:12][C:13]([NH:14][S:25]([CH3:24])(=[O:27])=[O:26])=[C:8]2[C:7]([C:15]2[CH:16]=[CH:17][C:18]([Cl:21])=[CH:19][CH:20]=2)=[N:6]1)([CH3:4])([CH3:2])[CH3:3]. (2) The product is: [F:1][C:2]1[C:32]([F:33])=[CH:31][CH:30]=[CH:29][C:3]=1[C:4]([NH:6][CH2:7][C:8]([NH:10][C@H:11]([B:16]([OH:20])[OH:17])[CH2:12][CH:13]([CH3:14])[CH3:15])=[O:9])=[O:5]. Given the reactants [F:1][C:2]1[C:32]([F:33])=[CH:31][CH:30]=[CH:29][C:3]=1[C:4]([NH:6][CH2:7][C:8]([NH:10][C@H:11]([B:16]1[O:20][C@H]2C[C@H]3C[C@@H]([C@@]2(C)[O:17]1)C3(C)C)[CH2:12][CH:13]([CH3:15])[CH3:14])=[O:9])=[O:5].C(O)CCCCCC.B([O-])OCC(C)C, predict the reaction product. (3) Given the reactants O=[C:2]([C:19]1[CH:24]=[CH:23][CH:22]=[CH:21][CH:20]=1)[CH2:3][C:4]([CH:6]1[CH2:11][CH2:10][N:9]([C:12]([O:14][C:15]([CH3:18])([CH3:17])[CH3:16])=[O:13])[CH2:8][CH2:7]1)=O.O.[NH2:26][NH2:27].C(O)C, predict the reaction product. The product is: [C:19]1([C:2]2[CH:3]=[C:4]([CH:6]3[CH2:11][CH2:10][N:9]([C:12]([O:14][C:15]([CH3:18])([CH3:17])[CH3:16])=[O:13])[CH2:8][CH2:7]3)[NH:27][N:26]=2)[CH:24]=[CH:23][CH:22]=[CH:21][CH:20]=1. (4) Given the reactants [CH2:1]([O:8][CH2:9][CH2:10][O:11][CH:12]([CH3:23])[CH2:13][O:14]C1C=CC(OC)=CC=1)[C:2]1[CH:7]=[CH:6][CH:5]=[CH:4][CH:3]=1.[N+]([O-])([O-])=O.[Ce+3].[NH4+].[NH4+].[N+]([O-])([O-])=O.[N+]([O-])([O-])=O.[N+]([O-])([O-])=O.[N+]([O-])([O-])=O.S([O-])([O-])=O.[Na+].[Na+].C(=O)([O-])O.[Na+], predict the reaction product. The product is: [CH2:1]([O:8][CH2:9][CH2:10][O:11][CH:12]([CH3:23])[CH2:13][OH:14])[C:2]1[CH:7]=[CH:6][CH:5]=[CH:4][CH:3]=1. (5) Given the reactants Cl.Cl.[NH:3]1[CH2:7][CH2:6][C@@H:5]([NH:8][C:9]2[N:10]=[CH:11][C:12](/[CH:15]=[CH:16]/[C:17]([O:19][CH3:20])=[O:18])=[N:13][CH:14]=2)[CH2:4]1.CCN(C(C)C)C(C)C.[CH3:30][N:31]([CH3:40])[C:32]1[CH:39]=[CH:38][CH:37]=[CH:36][C:33]=1[CH:34]=O.C(O[BH-](OC(=O)C)OC(=O)C)(=O)C.[Na+].C([O-])(O)=O.[Na+], predict the reaction product. The product is: [CH3:30][N:31]([CH3:40])[C:32]1[CH:39]=[CH:38][CH:37]=[CH:36][C:33]=1[CH2:34][N:3]1[CH2:7][CH2:6][C@@H:5]([NH:8][C:9]2[N:10]=[CH:11][C:12](/[CH:15]=[CH:16]/[C:17]([O:19][CH3:20])=[O:18])=[N:13][CH:14]=2)[CH2:4]1. (6) Given the reactants [CH3:1][C:2]1[CH:7]=[CH:6][CH:5]=[C:4]([CH3:8])[C:3]=1[NH:9][C:10](=[O:32])[CH2:11][N:12]1[CH2:17][CH2:16][N:15]([CH2:18][CH:19]([OH:31])[CH2:20][O:21][CH:22]2[CH2:30][C:29]3[C:24](=[CH:25][CH:26]=[CH:27][CH:28]=3)[CH2:23]2)[CH2:14][CH2:13]1.[CH3:33][CH:34](O)C, predict the reaction product. The product is: [CH3:8][C:4]1[CH:5]=[CH:6][CH:7]=[C:2]([CH3:1])[C:3]=1[NH:9][C:10](=[O:32])[CH2:11][N:12]1[CH2:13][CH2:14][N:15]([CH2:18][CH:19]([OH:31])[CH2:20][O:21][CH2:22][C:23]2[CH:24]=[CH:25][C:26]([CH2:27][CH2:28][CH2:29][CH3:30])=[CH:34][CH:33]=2)[CH2:16][CH2:17]1. (7) The product is: [CH3:67][O:68][P:69]([CH2:2][C:3]1[CH:8]=[CH:7][C:6]([C:9]2[C:10]3[NH:14][C:13]([C:15]([C:51]4[C:56]([CH3:57])=[CH:55][C:54]([CH3:58])=[CH:53][C:52]=4[CH3:59])=[C:16]4[N:50]=[C:19]([C:20]([C:41]5[C:46]([CH3:47])=[CH:45][C:44]([CH3:48])=[CH:43][C:42]=5[CH3:49])=[C:21]5[NH:40][C:24](=[C:25]([C:31]6[C:36]([CH3:37])=[CH:35][C:34]([CH3:38])=[CH:33][C:32]=6[CH3:39])[C:26]6[CH:27]=[CH:28][C:29]=2[N:30]=6)[CH:23]=[CH:22]5)[CH:18]=[CH:17]4)=[CH:12][CH:11]=3)=[CH:5][CH:4]=1)([O:70][CH3:71])=[O:72]. Given the reactants Br[CH2:2][C:3]1[CH:8]=[CH:7][C:6]([C:9]2[C:10]3[NH:14][C:13]([C:15]([C:51]4[C:56]([CH3:57])=[CH:55][C:54]([CH3:58])=[CH:53][C:52]=4[CH3:59])=[C:16]4[N:50]=[C:19]([C:20]([C:41]5[C:46]([CH3:47])=[CH:45][C:44]([CH3:48])=[CH:43][C:42]=5[CH3:49])=[C:21]5[NH:40][C:24](=[C:25]([C:31]6[C:36]([CH3:37])=[CH:35][C:34]([CH3:38])=[CH:33][C:32]=6[CH3:39])[C:26]6[CH:27]=[CH:28][C:29]=2[N:30]=6)[CH:23]=[CH:22]5)[CH:18]=[CH:17]4)=[CH:12][CH:11]=3)=[CH:5][CH:4]=1.C1(C)C=CC=CC=1.[CH3:67][O:68][P:69]([O:72]C)[O:70][CH3:71], predict the reaction product.